From a dataset of Kir2.1 potassium channel HTS with 301,493 compounds. Binary Classification. Given a drug SMILES string, predict its activity (active/inactive) in a high-throughput screening assay against a specified biological target. The molecule is S(=O)(=O)(Cc1cc(ccc1)C(F)(F)F)c1[nH]ncn1. The result is 0 (inactive).